The task is: Predict which catalyst facilitates the given reaction.. This data is from Catalyst prediction with 721,799 reactions and 888 catalyst types from USPTO. (1) Reactant: [Br:1][C:2]1[N:6]2[C:7](=[O:13])[CH:8]=[C:9]([CH2:11]Cl)[N:10]=[C:5]2[S:4][C:3]=1[CH3:14].[F:15][C:16]([F:23])([F:22])[C:17]1[CH:21]=[CH:20][NH:19][N:18]=1.C(=O)([O-])[O-].[K+].[K+].[I-].[K+]. Product: [Br:1][C:2]1[N:6]2[C:7](=[O:13])[CH:8]=[C:9]([CH2:11][N:19]3[CH:20]=[CH:21][C:17]([C:16]([F:23])([F:22])[F:15])=[N:18]3)[N:10]=[C:5]2[S:4][C:3]=1[CH3:14]. The catalyst class is: 23. (2) Reactant: [NH2:1][C:2]1[CH:7]=[CH:6][CH:5]=[C:4](Br)[N:3]=1.[C:9]1(B(O)O)[CH:14]=[CH:13][CH:12]=[CH:11][CH:10]=1.C(=O)([O-])[O-].[Na+].[Na+]. Product: [NH2:1][C:2]1[CH:7]=[CH:6][CH:5]=[C:4]([C:9]2[CH:14]=[CH:13][CH:12]=[CH:11][CH:10]=2)[N:3]=1. The catalyst class is: 104.